This data is from Full USPTO retrosynthesis dataset with 1.9M reactions from patents (1976-2016). The task is: Predict the reactants needed to synthesize the given product. (1) Given the product [C:33]([N:27]1[CH2:28][CH2:29][CH2:30][CH2:31][CH2:32][CH:26]1[C:8]1[N:4]2[CH:5]=[CH:6][N:7]=[C:2]([NH2:1])[C:3]2=[C:10]([C:11]2[CH:25]=[CH:24][C:14]([C:15]([NH:17][C:18]3[CH:23]=[CH:22][CH:21]=[CH:20][N:19]=3)=[O:16])=[CH:13][CH:12]=2)[N:9]=1)(=[O:36])[CH:34]=[CH2:35], predict the reactants needed to synthesize it. The reactants are: [NH2:1][C:2]1[C:3]2[N:4]([C:8]([CH:26]3[CH2:32][CH2:31][CH2:30][CH2:29][CH2:28][NH:27]3)=[N:9][C:10]=2[C:11]2[CH:25]=[CH:24][C:14]([C:15]([NH:17][C:18]3[CH:23]=[CH:22][CH:21]=[CH:20][N:19]=3)=[O:16])=[CH:13][CH:12]=2)[CH:5]=[CH:6][N:7]=1.[C:33](Cl)(=[O:36])[CH:34]=[CH2:35]. (2) Given the product [CH3:1][O:2][C:3]1[CH:8]=[CH:7][C:6]([N:9]2[C:13]([C:14]([O:16][CH3:17])=[O:15])=[CH:12][C:11]([C:18]([OH:20])=[O:19])=[N:10]2)=[CH:5][CH:4]=1, predict the reactants needed to synthesize it. The reactants are: [CH3:1][O:2][C:3]1[CH:8]=[CH:7][C:6]([N:9]2[C:13]([C:14]([O:16][CH3:17])=[O:15])=[CH:12][C:11]([C:18]([O:20]C)=[O:19])=[N:10]2)=[CH:5][CH:4]=1.S(=O)(=O)(O)O.C(=O)([O-])[O-].[K+].[K+].